Dataset: Peptide-MHC class II binding affinity with 134,281 pairs from IEDB. Task: Regression. Given a peptide amino acid sequence and an MHC pseudo amino acid sequence, predict their binding affinity value. This is MHC class II binding data. (1) The peptide sequence is YPKYVKQNTLKLAT. The MHC is HLA-DPA10201-DPB10101 with pseudo-sequence HLA-DPA10201-DPB10101. The binding affinity (normalized) is 0.305. (2) The peptide sequence is EPQGSTYAASSATSVD. The MHC is DRB1_0802 with pseudo-sequence DRB1_0802. The binding affinity (normalized) is 0.